From a dataset of Forward reaction prediction with 1.9M reactions from USPTO patents (1976-2016). Predict the product of the given reaction. (1) Given the reactants [O:1]1[C:5]2([CH2:10][CH2:9][N:8]([CH2:11][C:12]3[N:13]=[C:14]([C:33]4[CH:38]=[CH:37][C:36]([C:39]([F:42])([F:41])[F:40])=[CH:35][CH:34]=4)[S:15][C:16]=3[CH2:17][O:18][C:19]3[CH:24]=[CH:23][C:22]([C:25]4[NH:29][C:28](=[O:30])[O:27][N:26]=4)=[C:21]([O:31][CH3:32])[CH:20]=3)[CH2:7][CH2:6]2)[O:4]CC1.Cl.C(=O)([O-])O.[Na+], predict the reaction product. The product is: [OH:1][C:5]1([OH:4])[CH2:6][CH2:7][N:8]([CH2:11][C:12]2[N:13]=[C:14]([C:33]3[CH:34]=[CH:35][C:36]([C:39]([F:40])([F:41])[F:42])=[CH:37][CH:38]=3)[S:15][C:16]=2[CH2:17][O:18][C:19]2[CH:24]=[CH:23][C:22]([C:25]3[NH:29][C:28](=[O:30])[O:27][N:26]=3)=[C:21]([O:31][CH3:32])[CH:20]=2)[CH2:9][CH2:10]1. (2) The product is: [NH2:33][C@@H:9]([CH2:10][C:11]([NH:12][C:13]([C:26]1[CH:31]=[CH:30][CH:29]=[CH:28][CH:27]=1)([C:14]1[CH:15]=[CH:16][CH:17]=[CH:18][CH:19]=1)[C:20]1[CH:21]=[CH:22][CH:23]=[CH:24][CH:25]=1)=[O:32])[C:8]([N:7]([C@@H:5]([CH3:6])[CH:4]([O:3][CH2:1][CH3:2])[O:63][CH2:64][CH3:65])[CH2:52][C:53]1[C:62]2[C:57](=[CH:58][CH:59]=[CH:60][CH:61]=2)[CH:56]=[CH:55][CH:54]=1)=[O:51]. Given the reactants [CH2:1]([O:3][CH:4]([O:63][CH2:64][CH3:65])[C@@H:5]([N:7]([CH2:52][C:53]1[C:62]2[C:57](=[CH:58][CH:59]=[CH:60][CH:61]=2)[CH:56]=[CH:55][CH:54]=1)[C:8](=[O:51])[C@@H:9]([NH:33]C(=O)OCC1C2C=CC=CC=2C2C1=CC=CC=2)[CH2:10][C:11](=[O:32])[NH:12][C:13]([C:26]1[CH:31]=[CH:30][CH:29]=[CH:28][CH:27]=1)([C:20]1[CH:25]=[CH:24][CH:23]=[CH:22][CH:21]=1)[C:14]1[CH:19]=[CH:18][CH:17]=[CH:16][CH:15]=1)[CH3:6])[CH3:2].N1CCCCC1.CC(=O)OCC.CO, predict the reaction product. (3) Given the reactants N[C:2]1[CH:3]=[C:4]([C:8]#[C:9][C:10]2[N:11]([CH2:23][CH3:24])[C:12]3[C:17]([C:18]=2[C:19]#[N:20])=[CH:16][CH:15]=[C:14]([O:21][CH3:22])[CH:13]=3)[CH:5]=[CH:6][CH:7]=1.[CH3:25][P:26](Cl)([CH3:28])=[O:27].[N:30]1C=CC=CC=1, predict the reaction product. The product is: [C:19]([C:18]1[C:17]2[C:12](=[CH:13][C:14]([O:21][CH3:22])=[CH:15][CH:16]=2)[N:11]([CH2:23][CH3:24])[C:10]=1[C:9]#[C:8][C:4]1[CH:5]=[CH:6][C:7]([NH:30][P:26]([CH3:28])([CH3:25])=[O:27])=[CH:2][CH:3]=1)#[N:20]. (4) Given the reactants C1(C2C=CC=CC=2)C=CC(OCC2OC(C(O)=O)=CC=2)=CC=1.Cl.[C:24]([O:28][C:29](=[O:35])[C@H:30]1[CH2:34][CH2:33][CH2:32][NH:31]1)([CH3:27])([CH3:26])[CH3:25].Cl.C(N=C=NCCCN(C)C)C, predict the reaction product. The product is: [C:24]([O:28][C:29]([CH:30]1[CH2:34][CH2:33][CH2:32][NH:31]1)=[O:35])([CH3:27])([CH3:25])[CH3:26]. (5) Given the reactants [N+:1]([C:4]1[CH:12]=[CH:11][CH:10]=[CH:9][C:5]=1[C:6](Cl)=[O:7])([O-:3])=[O:2].[F:13][C:14]([F:25])([F:24])[CH2:15][S:16][C:17]1[N:22]=[C:21]([NH2:23])[CH:20]=[CH:19][N:18]=1.C(N(CC)CC)C, predict the reaction product. The product is: [N+:1]([C:4]1[CH:12]=[CH:11][CH:10]=[CH:9][C:5]=1[C:6]([NH:23][C:21]1[CH:20]=[CH:19][N:18]=[C:17]([S:16][CH2:15][C:14]([F:25])([F:24])[F:13])[N:22]=1)=[O:7])([O-:3])=[O:2]. (6) Given the reactants [C:1]([O:5][C:6]([NH:8][C@H:9]([C:14]([OH:16])=O)[CH2:10][CH:11]([CH3:13])[CH3:12])=[O:7])([CH3:4])([CH3:3])[CH3:2].O.ON1C2C=CC=CC=2N=N1.[CH2:28]([N:35]1[CH2:39][C@@H:38]2[C@@H:40]([NH2:43])[CH2:41][CH2:42][C@@H:37]2[CH2:36]1)[C:29]1[CH:34]=[CH:33][CH:32]=[CH:31][CH:30]=1.C(N=C=NCCCN(C)C)C, predict the reaction product. The product is: [CH2:28]([N:35]1[CH2:39][C@@H:38]2[C@@H:40]([NH:43][C:14](=[O:16])[C@@H:9]([NH:8][C:6](=[O:7])[O:5][C:1]([CH3:2])([CH3:3])[CH3:4])[CH2:10][CH:11]([CH3:12])[CH3:13])[CH2:41][CH2:42][C@@H:37]2[CH2:36]1)[C:29]1[CH:30]=[CH:31][CH:32]=[CH:33][CH:34]=1.